From a dataset of Reaction yield outcomes from USPTO patents with 853,638 reactions. Predict the reaction yield, written as a fraction of the theoretical maximum amount of product (1.0 means a 100% yield; for example, 0.34 means a 34% yield). (1) The reactants are ClC1N=C(/C=C(/C2C=C(NS(C3C(F)=CC=CC=3F)(=O)=O)C=CC=2)\O)C=CN=1.[NH2:29][C:30]1[CH:31]=[C:32]([CH:37]=[CH:38][CH:39]=1)[C:33]([O:35][CH3:36])=[O:34].[F:40][C:41]1[CH:46]=[CH:45][C:44]([F:47])=[CH:43][C:42]=1[S:48](Cl)(=[O:50])=[O:49]. The catalyst is C(Cl)Cl. The product is [F:40][C:41]1[CH:46]=[CH:45][C:44]([F:47])=[CH:43][C:42]=1[S:48]([NH:29][C:30]1[CH:31]=[C:32]([CH:37]=[CH:38][CH:39]=1)[C:33]([O:35][CH3:36])=[O:34])(=[O:50])=[O:49]. The yield is 0.738. (2) The reactants are [O:1]1[CH:5]=[CH:4][CH:3]=[C:2]1/[CH:6]=[CH:7]/[C:8]([OH:10])=[O:9]. The catalyst is CO.[Pd]. The product is [O:1]1[CH2:5][CH2:4][CH2:3][CH:2]1[CH2:6][CH2:7][C:8]([OH:10])=[O:9]. The yield is 0.930. (3) The reactants are [CH3:1][O:2][C:3]([C:5]1[O:6][CH:7]=[CH:8][C:9]=1[NH:10]C(=O)OC(C)(C)C)=[O:4].FC(F)(F)C(O)=O. The product is [NH2:10][C:9]1[CH:8]=[CH:7][O:6][C:5]=1[C:3]([O:2][CH3:1])=[O:4]. The catalyst is ClCCl. The yield is 0.860. (4) The reactants are [F:1][C:2]1[CH:7]=[C:6]([NH2:8])[CH:5]=[CH:4][C:3]=1[OH:9].[Cl:10][C:11]1[CH:16]=[C:15](Cl)[CH:14]=[CH:13][N:12]=1. No catalyst specified. The product is [Cl:10][C:11]1[CH:16]=[C:15]([O:9][C:3]2[CH:4]=[CH:5][C:6]([NH2:8])=[CH:7][C:2]=2[F:1])[CH:14]=[CH:13][N:12]=1. The yield is 0.670. (5) The reactants are Cl[CH:2]([CH2:6][CH:7]=O)[C:3](=[O:5])[CH3:4].[NH2:9][C:10]1[N:15]=[CH:14][CH:13]=[CH:12][N:11]=1. The catalyst is C(O)C. The product is [CH3:7][C:6]1[N:9]=[C:10]2[N:15]=[CH:14][CH:13]=[CH:12][N:11]2[C:2]=1[C:3](=[O:5])[CH3:4]. The yield is 0.218. (6) The reactants are Cl[C:2]1[N:7]=[C:6]([C:8]2[N:12]3[CH:13]=[CH:14][CH:15]=[CH:16][C:11]3=[N:10][C:9]=2[C:17]2[CH:18]=[CH:19][C:20]([O:34][CH3:35])=[C:21]([CH:33]=2)[C:22]([NH:24][C:25]2[C:30]([F:31])=[CH:29][CH:28]=[CH:27][C:26]=2[F:32])=[O:23])[CH:5]=[CH:4][N:3]=1.[CH3:36][CH:37]([C@@H:39]1[N:44]([CH2:45][CH2:46][S:47]([CH3:50])(=[O:49])=[O:48])[CH2:43][CH2:42][N:41]([C:51]2[CH:57]=[CH:56][C:54]([NH2:55])=[C:53]([O:58][CH3:59])[CH:52]=2)[CH2:40]1)[CH3:38].Cl.N. The catalyst is C(O)C(F)(F)F.CO. The product is [F:32][C:26]1[CH:27]=[CH:28][CH:29]=[C:30]([F:31])[C:25]=1[NH:24][C:22](=[O:23])[C:21]1[CH:33]=[C:17]([C:9]2[N:10]=[C:11]3[CH:16]=[CH:15][CH:14]=[CH:13][N:12]3[C:8]=2[C:6]2[CH:5]=[CH:4][N:3]=[C:2]([NH:55][C:54]3[CH:56]=[CH:57][C:51]([N:41]4[CH2:42][CH2:43][N:44]([CH2:45][CH2:46][S:47]([CH3:50])(=[O:49])=[O:48])[C@@H:39]([CH:37]([CH3:38])[CH3:36])[CH2:40]4)=[CH:52][C:53]=3[O:58][CH3:59])[N:7]=2)[CH:18]=[CH:19][C:20]=1[O:34][CH3:35]. The yield is 0.480. (7) The reactants are [CH3:1][O:2][C:3]1[CH:43]=[C:42]([O:44][CH3:45])[CH:41]=[CH:40][C:4]=1[CH2:5][NH:6][C:7]1[C:8]2[CH:15]=[CH:14][N:13]([C@H:16]3[C@@H:20]4[O:21][C:22]([CH3:25])([CH3:24])[O:23][C@@H:19]4[C@@H:18]([CH2:26][N:27]([CH:37]([CH3:39])[CH3:38])[CH:28]4[CH2:31][CH:30]([CH2:32][CH2:33][C:34](O)=[O:35])[CH2:29]4)[O:17]3)[C:9]=2[N:10]=[CH:11][N:12]=1.FC(F)(F)O[C:49]1[CH:50]=[C:51]([NH2:56])[C:52]([NH2:55])=[CH:53][CH:54]=1.CN(C(ON1N=NC2[CH:70]=[CH:71][CH:72]=NC1=2)=[N+](C)C)C.F[P-](F)(F)(F)(F)F.[CH:83]1C=NC2N(O)N=NC=2C=1. The catalyst is C(Cl)Cl. The product is [NH2:56][C:51]1[CH:50]=[C:49]([C:71]([CH3:70])([CH3:72])[CH3:83])[CH:54]=[CH:53][C:52]=1[NH:55][C:34](=[O:35])[CH2:33][CH2:32][CH:30]1[CH2:29][CH:28]([N:27]([CH2:26][C@@H:18]2[C@@H:19]3[C@@H:20]([O:21][C:22]([CH3:24])([CH3:25])[O:23]3)[C@H:16]([N:13]3[C:9]4[N:10]=[CH:11][N:12]=[C:7]([NH:6][CH2:5][C:4]5[CH:40]=[CH:41][C:42]([O:44][CH3:45])=[CH:43][C:3]=5[O:2][CH3:1])[C:8]=4[CH:15]=[CH:14]3)[O:17]2)[CH:37]([CH3:39])[CH3:38])[CH2:31]1. The yield is 0.670.